This data is from Reaction yield outcomes from USPTO patents with 853,638 reactions. The task is: Predict the reaction yield, written as a fraction of the theoretical maximum amount of product (1.0 means a 100% yield; for example, 0.34 means a 34% yield). (1) The reactants are C([O:3][C:4](=[O:33])[CH2:5][C:6]1[CH:11]=[CH:10][C:9]([NH:12][C:13]([NH:15][C:16]2[S:17][CH:18]=[C:19]([CH2:21][C:22](=[O:25])[NH:23][CH3:24])[N:20]=2)=[O:14])=[C:8]([C:26]([CH:28]2[CH2:32][CH2:31][CH2:30][CH2:29]2)=[O:27])[CH:7]=1)C.[CH3:34][NH2:35]. No catalyst specified. The product is [CH:28]1([C:26]([C:8]2[CH:7]=[C:6]([CH2:5][C:4]([OH:33])=[O:3])[CH:11]=[CH:10][C:9]=2[NH:12][C:13]([NH:15][C:16]2[S:17][CH:18]=[C:19]([CH2:21][C:22](=[O:25])[NH:23][CH3:24])[N:20]=2)=[O:14])=[O:27])[CH2:32][CH2:31][CH2:30][CH2:29]1.[CH:28]1([C:26]([C:8]2[CH:7]=[C:6]([CH2:5][C:4]([NH:35][CH3:34])=[O:3])[CH:11]=[CH:10][C:9]=2[NH:12][C:13]([NH:15][C:16]2[S:17][CH:18]=[C:19]([CH2:21][C:22](=[O:25])[NH:23][CH3:24])[N:20]=2)=[O:14])=[O:27])[CH2:32][CH2:31][CH2:30][CH2:29]1. The yield is 0.700. (2) The catalyst is CO. The yield is 0.573. The product is [CH3:1][S:2]([C:3]1[CH:8]=[CH:7][C:6]([CH:9]([CH2:19][C@H:20]2[CH2:24][CH2:23][CH2:22][O:21]2)[C:10]([NH:12][C:13]2[CH:18]=[N:17][CH:16]=[CH:15][N:14]=2)=[O:11])=[CH:5][C:4]=1[C:25]([F:28])([F:26])[F:27])(=[O:30])=[O:40]. The reactants are [CH3:1][S:2][C:3]1[CH:8]=[CH:7][C:6]([CH:9]([CH2:19][C@H:20]2[CH2:24][CH2:23][CH2:22][O:21]2)[C:10]([NH:12][C:13]2[CH:18]=[N:17][CH:16]=[CH:15][N:14]=2)=[O:11])=[CH:5][C:4]=1[C:25]([F:28])([F:27])[F:26].C(O)=[O:30].OO.[Mn]([O-])(=O)(=O)=O.[K+].[OH2:40]. (3) The reactants are I[C:2]1[CH:7]=[CH:6][C:5]([C:8]([F:11])([F:10])[F:9])=[CH:4][CH:3]=1.[Br:12][C:13]1[CH:14]=[C:15]2[CH:21]=[CH:20][NH:19][C:16]2=[N:17][CH:18]=1.C(=O)([O-])[O-].[K+].[K+].[OH-].[Na+]. The catalyst is CN(C=O)C.[Cu]Br.C([O-])(=O)C.[Cu+2].C([O-])(=O)C. The yield is 0.220. The product is [Br:12][C:13]1[CH:14]=[C:15]2[CH:21]=[CH:20][N:19]([C:2]3[CH:7]=[CH:6][C:5]([C:8]([F:11])([F:10])[F:9])=[CH:4][CH:3]=3)[C:16]2=[N:17][CH:18]=1. (4) The reactants are [Cl:1][C:2]1[CH:7]=[C:6]([Cl:8])[CH:5]=[CH:4][C:3]=1[C:9]1[C:17]2[O:16][CH:15]([CH2:18][NH2:19])[CH2:14][C:13]=2[CH:12]=[CH:11][CH:10]=1.C(N(C(C)C)CC)(C)C.Cl[C:30]([O:32][CH2:33][C:34]1[CH:39]=[CH:38][CH:37]=[CH:36][CH:35]=1)=[O:31]. The yield is 0.870. The product is [CH2:33]([O:32][C:30](=[O:31])[NH:19][CH2:18][CH:15]1[CH2:14][C:13]2[CH:12]=[CH:11][CH:10]=[C:9]([C:3]3[CH:4]=[CH:5][C:6]([Cl:8])=[CH:7][C:2]=3[Cl:1])[C:17]=2[O:16]1)[C:34]1[CH:39]=[CH:38][CH:37]=[CH:36][CH:35]=1. No catalyst specified. (5) The reactants are [OH:1][CH:2]1[CH2:26][CH2:25][C:5]2([CH2:9][N:8]([C:10]([O:12][CH2:13][C:14]3[CH:19]=[CH:18][CH:17]=[CH:16][CH:15]=3)=[O:11])[CH:7]([C:20]([O:22][CH2:23][CH3:24])=[O:21])[CH2:6]2)[CH2:4][CH2:3]1.CC(OI1(OC(C)=O)(OC(C)=O)OC(=O)C2C=CC=CC1=2)=O.S([O-])([O-])(=O)=S.[Na+].[Na+].C([O-])(O)=O.[Na+]. The catalyst is C(Cl)Cl. The product is [O:1]=[C:2]1[CH2:3][CH2:4][C:5]2([CH2:9][N:8]([C:10]([O:12][CH2:13][C:14]3[CH:15]=[CH:16][CH:17]=[CH:18][CH:19]=3)=[O:11])[CH:7]([C:20]([O:22][CH2:23][CH3:24])=[O:21])[CH2:6]2)[CH2:25][CH2:26]1. The yield is 0.670. (6) The reactants are Br[C:2]1[CH:3]=[C:4]([N:8]2[C:12]3=[N:13][CH:14]=[C:15]([C:17]4[CH:21]=[CH:20][N:19]([CH3:22])[N:18]=4)[CH:16]=[C:11]3[C:10]([C:23]([NH2:25])=[O:24])=[N:9]2)[CH:5]=[CH:6][CH:7]=1.[C:26]([C@:28]1([OH:35])[CH2:32][CH2:31][N:30]([CH3:33])[C:29]1=[O:34])#[CH:27]. No catalyst specified. The product is [OH:35][C@@:28]1([C:26]#[C:27][C:2]2[CH:3]=[C:4]([N:8]3[C:12]4=[N:13][CH:14]=[C:15]([C:17]5[CH:21]=[CH:20][N:19]([CH3:22])[N:18]=5)[CH:16]=[C:11]4[C:10]([C:23]([NH2:25])=[O:24])=[N:9]3)[CH:5]=[CH:6][CH:7]=2)[CH2:32][CH2:31][N:30]([CH3:33])[C:29]1=[O:34]. The yield is 0.0100. (7) The reactants are [CH3:1][O:2][C:3]1[CH:10]=[CH:9][C:6]([CH2:7][OH:8])=[CH:5][CH:4]=1.C[Si]([N-][Si](C)(C)C)(C)C.[K+].[CH2:21]([O:23][C:24](=[O:41])[CH:25]=[C:26]1[CH:35]([CH3:36])[CH:34](Br)[C:33]2[C:28](=[CH:29][CH:30]=[CH:31][C:32]=2[O:38][CH3:39])[C:27]1=[O:40])[CH3:22]. The catalyst is C1COCC1. The product is [CH2:21]([O:23][C:24](=[O:41])[CH:25]([C:26]1[C:35]([CH3:36])=[CH:34][C:33]2[C:28](=[CH:29][CH:30]=[CH:31][C:32]=2[O:38][CH3:39])[C:27]=1[OH:40])[O:8][CH2:7][C:6]1[CH:9]=[CH:10][C:3]([O:2][CH3:1])=[CH:4][CH:5]=1)[CH3:22]. The yield is 0.680. (8) The reactants are [CH2:1]([O:8][C:9]([N:11]1[CH2:15][CH:14]([OH:16])[CH2:13][N:12]1[C:17](=[O:26])[CH2:18][C:19]1[CH:24]=[CH:23][C:22]([F:25])=[CH:21][CH:20]=1)=[O:10])[C:2]1[CH:7]=[CH:6][CH:5]=[CH:4][CH:3]=1.CI.[CH3:29]COCC. The catalyst is CN(C)C=O.[Ag]=O. The product is [CH2:1]([O:8][C:9]([N:11]1[CH2:15][CH:14]([O:16][CH3:29])[CH2:13][N:12]1[C:17](=[O:26])[CH2:18][C:19]1[CH:24]=[CH:23][C:22]([F:25])=[CH:21][CH:20]=1)=[O:10])[C:2]1[CH:7]=[CH:6][CH:5]=[CH:4][CH:3]=1. The yield is 0.970. (9) The reactants are F[C:2]1[CH:10]=[CH:9][C:8]([CH2:11][C:12]2[C:21]3[C:16](=[CH:17][CH:18]=[CH:19][CH:20]=3)[C:15](=[O:22])[NH:14][N:13]=2)=[CH:7][C:3]=1[C:4]([OH:6])=O.[CH2:23]([O:25][CH:26]1[CH2:31][CH2:30][NH:29][CH2:28][CH2:27]1)[CH3:24].C(N(CC)CC)C. The catalyst is CN(C=O)C. The product is [CH2:23]([O:25][CH:26]1[CH2:31][CH2:30][N:29]([C:4]([C:3]2[CH:7]=[C:8]([CH:9]=[CH:10][CH:2]=2)[CH2:11][C:12]2[C:21]3[C:16](=[CH:17][CH:18]=[CH:19][CH:20]=3)[C:15](=[O:22])[NH:14][N:13]=2)=[O:6])[CH2:28][CH2:27]1)[CH3:24]. The yield is 0.626. (10) The reactants are [NH2:1][C:2]1[N:7]=[CH:6][N:5]=[C:4]2[N:8]([CH2:25][C@H:26]3[CH2:30][CH2:29][CH2:28][N:27]3[C:31](=[O:35])[CH2:32][C:33]#[N:34])[N:9]=[C:10]([C:11]3[CH:16]=[CH:15][C:14]([O:17][C:18]4[CH:23]=[CH:22][CH:21]=[CH:20][CH:19]=4)=[CH:13][C:12]=3[F:24])[C:3]=12.C(Cl)Cl.N1CCCCC1.[CH:45]([C:47]1([NH:50][C:51](=[O:57])[O:52][C:53]([CH3:56])([CH3:55])[CH3:54])[CH2:49][CH2:48]1)=O. The catalyst is CO. The product is [NH2:1][C:2]1[N:7]=[CH:6][N:5]=[C:4]2[N:8]([CH2:25][C@H:26]3[CH2:30][CH2:29][CH2:28][N:27]3[C:31](=[O:35])[C:32]([C:33]#[N:34])=[CH:45][C:47]3([NH:50][C:51](=[O:57])[O:52][C:53]([CH3:56])([CH3:55])[CH3:54])[CH2:48][CH2:49]3)[N:9]=[C:10]([C:11]3[CH:16]=[CH:15][C:14]([O:17][C:18]4[CH:19]=[CH:20][CH:21]=[CH:22][CH:23]=4)=[CH:13][C:12]=3[F:24])[C:3]=12. The yield is 0.130.